Dataset: NCI-60 drug combinations with 297,098 pairs across 59 cell lines. Task: Regression. Given two drug SMILES strings and cell line genomic features, predict the synergy score measuring deviation from expected non-interaction effect. Drug 1: CCCS(=O)(=O)NC1=C(C(=C(C=C1)F)C(=O)C2=CNC3=C2C=C(C=N3)C4=CC=C(C=C4)Cl)F. Drug 2: CN1CCC(CC1)COC2=C(C=C3C(=C2)N=CN=C3NC4=C(C=C(C=C4)Br)F)OC. Cell line: T-47D. Synergy scores: CSS=8.81, Synergy_ZIP=-0.120, Synergy_Bliss=2.59, Synergy_Loewe=-0.107, Synergy_HSA=1.53.